Dataset: Reaction yield outcomes from USPTO patents with 853,638 reactions. Task: Predict the reaction yield, written as a fraction of the theoretical maximum amount of product (1.0 means a 100% yield; for example, 0.34 means a 34% yield). (1) The reactants are CCO.[N+:4]([C:7]1[CH:8]=[N:9][C:10]2[C:15]([C:16]=1[N:17]1[CH2:22][CH2:21][CH2:20][C@H:19]([NH:23][C:24](=[O:30])[O:25][C:26]([CH3:29])([CH3:28])[CH3:27])[CH2:18]1)=[CH:14][CH:13]=[CH:12][CH:11]=2)([O-])=O.[NH4+].[Cl-]. The catalyst is [Fe].O. The product is [NH2:4][C:7]1[CH:8]=[N:9][C:10]2[C:15]([C:16]=1[N:17]1[CH2:22][CH2:21][CH2:20][C@H:19]([NH:23][C:24](=[O:30])[O:25][C:26]([CH3:28])([CH3:27])[CH3:29])[CH2:18]1)=[CH:14][CH:13]=[CH:12][CH:11]=2. The yield is 0.340. (2) The reactants are [CH2:1]([O:3][C:4](=[O:15])[CH:5]=[CH:6][C:7]1[CH:12]=[CH:11][C:10]([C:13]#[N:14])=[CH:9][CH:8]=1)[CH3:2].C(N(CC)CC)C.C(O)=O. The catalyst is C(OCC)(=O)C.[Pd]. The product is [CH2:1]([O:3][C:4](=[O:15])[CH2:5][CH2:6][C:7]1[CH:8]=[CH:9][C:10]([C:13]#[N:14])=[CH:11][CH:12]=1)[CH3:2]. The yield is 0.990. (3) The catalyst is C1(C)C=CC=CC=1.CCOCC. The yield is 0.670. The reactants are Br[C:2]1[C:3]2[C:8]([C:9]([C:16]3[CH:21]=[CH:20][C:19]([C:22]4[CH:31]=[CH:30][C:29]5[C:24](=[CH:25][CH:26]=[CH:27][CH:28]=5)[CH:23]=4)=[CH:18][CH:17]=3)=[C:10]3[C:15]=1[CH:14]=[CH:13][CH:12]=[CH:11]3)=[CH:7][CH:6]=[CH:5][CH:4]=2.CCCCCC.C([Li])CCC.[B:43]([O:48]C)(OC)[O:44]C.Cl. The product is [CH:23]1[C:24]2[C:29](=[CH:28][CH:27]=[CH:26][CH:25]=2)[CH:30]=[CH:31][C:22]=1[C:19]1[CH:20]=[CH:21][C:16]([C:9]2[C:8]3[C:3](=[CH:4][CH:5]=[CH:6][CH:7]=3)[C:2]([B:43]([OH:48])[OH:44])=[C:15]3[C:10]=2[CH:11]=[CH:12][CH:13]=[CH:14]3)=[CH:17][CH:18]=1. (4) The yield is 0.480. The product is [CH3:24][C:20]1[CH:21]=[CH:22][CH:23]=[C:18]([O:16][CH2:15][C:5]2[C:6]([C:9]3[CH:14]=[CH:13][CH:12]=[CH:11][CH:10]=3)=[N:7][O:8][C:4]=2[CH3:3])[N:19]=1. The reactants are [H-].[Na+].[CH3:3][C:4]1[O:8][N:7]=[C:6]([C:9]2[CH:14]=[CH:13][CH:12]=[CH:11][CH:10]=2)[C:5]=1[CH2:15][OH:16].F[C:18]1[CH:23]=[CH:22][CH:21]=[C:20]([CH3:24])[N:19]=1.[Cl-].[Na+]. The catalyst is C1COCC1. (5) The yield is 0.900. The catalyst is C(Cl)Cl. The product is [Cl:1][C:2]1[CH:7]=[C:6]([Cl:8])[CH:5]=[CH:4][C:3]=1[C:9]([C:11]1[O:12][C:13]2[CH:23]=[C:22]([O:24][S:33]([C:32]([F:45])([F:44])[F:31])(=[O:35])=[O:34])[CH:21]=[CH:20][C:14]=2[C:15]=1[C:16]([F:19])([F:17])[F:18])=[O:10]. The reactants are [Cl:1][C:2]1[CH:7]=[C:6]([Cl:8])[CH:5]=[CH:4][C:3]=1[C:9]([C:11]1[O:12][C:13]2[CH:23]=[C:22]([OH:24])[CH:21]=[CH:20][C:14]=2[C:15]=1[C:16]([F:19])([F:18])[F:17])=[O:10].N1C=CC=CC=1.[F:31][C:32]([F:45])([F:44])[S:33](O[S:33]([C:32]([F:45])([F:44])[F:31])(=[O:35])=[O:34])(=[O:35])=[O:34]. (6) The reactants are Cl[C:2]1[C:3]([NH:8][S:9]([C:12]2[CH:17]=[CH:16][CH:15]=[CH:14][C:13]=2[C:18]([F:21])([F:20])[F:19])(=[O:11])=[O:10])=[N:4][CH:5]=[CH:6][N:7]=1.[OH:22][CH2:23][C:24]1[CH:29]=[CH:28][C:27](B(O)O)=[CH:26][CH:25]=1. No catalyst specified. The product is [F:19][C:18]([F:21])([F:20])[C:13]1[CH:14]=[CH:15][CH:16]=[CH:17][C:12]=1[S:9]([NH:8][C:3]1[C:2]([C:27]2[CH:28]=[CH:29][C:24]([CH2:23][OH:22])=[CH:25][CH:26]=2)=[N:7][CH:6]=[CH:5][N:4]=1)(=[O:11])=[O:10]. The yield is 0.850. (7) The reactants are [H-].[Na+].[CH2:3]([N:10]1[C:18]2[C:17]([O:19][C:20]3[C:27]([CH3:28])=[CH:26][C:23]([C:24]#[N:25])=[CH:22][C:21]=3[CH3:29])=[N:16][C:15](F)=[N:14][C:13]=2[CH:12]=[CH:11]1)[C:4]1[CH:9]=[CH:8][CH:7]=[CH:6][CH:5]=1.C[N:32]1[C:36](=O)[CH2:35][CH2:34][CH2:33]1. The catalyst is O. The product is [CH2:3]([N:10]1[C:18]2[C:17]([O:19][C:20]3[C:27]([CH3:28])=[CH:26][C:23]([C:24]#[N:25])=[CH:22][C:21]=3[CH3:29])=[N:16][C:15]([NH:10][C:3]3[CH:33]=[CH:34][C:35]([C:36]#[N:32])=[CH:5][CH:4]=3)=[N:14][C:13]=2[CH:12]=[CH:11]1)[C:4]1[CH:9]=[CH:8][CH:7]=[CH:6][CH:5]=1. The yield is 0.800.